Dataset: HIV replication inhibition screening data with 41,000+ compounds from the AIDS Antiviral Screen. Task: Binary Classification. Given a drug SMILES string, predict its activity (active/inactive) in a high-throughput screening assay against a specified biological target. The drug is COC1OC(CO)C(NC2=NC3C(O2)C(O)C(O)C3(O)CO)C(O)C1O. The result is 0 (inactive).